This data is from Reaction yield outcomes from USPTO patents with 853,638 reactions. The task is: Predict the reaction yield, written as a fraction of the theoretical maximum amount of product (1.0 means a 100% yield; for example, 0.34 means a 34% yield). (1) The reactants are [H-].[Na+].[CH2:3]([C@@H:5]1[CH2:10][O:9][CH2:8][C@H:7]([OH:11])[C@@H:6]1[OH:12])[CH3:4].[CH2:13](Br)[C:14]1[CH:19]=[CH:18][CH:17]=[CH:16][CH:15]=1.CCOCC.C(OCC)(=O)C. The catalyst is CN(C)C=O.C(OCC)(=O)C.CO. The yield is 0.640. The product is [CH2:13]([O:11][C@@H:7]1[C@H:6]([OH:12])[C@H:5]([CH2:3][CH3:4])[CH2:10][O:9][CH2:8]1)[C:14]1[CH:19]=[CH:18][CH:17]=[CH:16][CH:15]=1. (2) The reactants are Cl[C:2]1[N:7]=[C:6]([C:8]2[N:12]3[CH:13]=[CH:14][CH:15]=[CH:16][C:11]3=[N:10][C:9]=2[C:17]2[CH:18]=[CH:19][C:20]([O:34][CH3:35])=[C:21]([CH:33]=2)[C:22]([NH:24][C:25]2[C:30]([F:31])=[CH:29][CH:28]=[CH:27][C:26]=2[F:32])=[O:23])[CH:5]=[CH:4][N:3]=1.[CH3:36][O:37][C:38]1[CH:44]=[C:43]([CH2:45][CH2:46][CH2:47][N:48]2[CH2:53][CH2:52][CH2:51][CH2:50][CH2:49]2)[CH:42]=[CH:41][C:39]=1[NH2:40].C1(C)C=CC(S(O)(=O)=O)=CC=1.C[O-].[Na+]. The catalyst is C(Cl)Cl.CC(O)C. The product is [F:32][C:26]1[CH:27]=[CH:28][CH:29]=[C:30]([F:31])[C:25]=1[NH:24][C:22](=[O:23])[C:21]1[CH:33]=[C:17]([C:9]2[N:10]=[C:11]3[CH:16]=[CH:15][CH:14]=[CH:13][N:12]3[C:8]=2[C:6]2[CH:5]=[CH:4][N:3]=[C:2]([NH:40][C:39]3[CH:41]=[CH:42][C:43]([CH2:45][CH2:46][CH2:47][N:48]4[CH2:49][CH2:50][CH2:51][CH2:52][CH2:53]4)=[CH:44][C:38]=3[O:37][CH3:36])[N:7]=2)[CH:18]=[CH:19][C:20]=1[O:34][CH3:35]. The yield is 0.350. (3) The yield is 0.670. The catalyst is ClCCl. The product is [CH2:33]([O:32][C:30]([N:20]([C:17]([C:12]1[CH:13]=[CH:14][CH:15]=[CH:16][C:11]=1[Br:10])([CH3:18])[CH3:19])[CH2:21][C:22]([O:24][C:25]([CH3:28])([CH3:27])[CH3:26])=[O:23])=[O:31])[C:34]1[CH:39]=[CH:38][CH:37]=[CH:36][CH:35]=1. The reactants are C(N(C(C)C)CC)(C)C.[Br:10][C:11]1[CH:16]=[CH:15][CH:14]=[CH:13][C:12]=1[C:17]([NH:20][CH2:21][C:22]([O:24][C:25]([CH3:28])([CH3:27])[CH3:26])=[O:23])([CH3:19])[CH3:18].Cl[C:30]([O:32][CH2:33][C:34]1[CH:39]=[CH:38][CH:37]=[CH:36][CH:35]=1)=[O:31]. (4) The reactants are [NH2:1][C:2]1[O:3][CH:4]=[C:5]([C:7]([OH:9])=O)[N:6]=1.[NH2:10][C@@H:11]([CH2:27][CH3:28])[CH2:12][N:13]1[CH:17]=[CH:16][C:15]([C:18]2[CH:25]=[CH:24][C:21]([C:22]#[N:23])=[C:20]([Cl:26])[CH:19]=2)=[N:14]1. No catalyst specified. The product is [NH2:1][C:2]1[O:3][CH:4]=[C:5]([C:7]([NH:10][C@@H:11]([CH2:27][CH3:28])[CH2:12][N:13]2[CH:17]=[CH:16][C:15]([C:18]3[CH:25]=[CH:24][C:21]([C:22]#[N:23])=[C:20]([Cl:26])[CH:19]=3)=[N:14]2)=[O:9])[N:6]=1. The yield is 0.0432. (5) The reactants are [OH-].[Na+].[Cl:3][C:4]1[CH:5]=[N:6][CH:7]=[C:8]([Cl:23])[C:9]=1[S:10][C:11]1[S:15][C:14]([C:16]([O:18]C)=[O:17])=[CH:13][C:12]=1[N+:20]([O-:22])=[O:21]. The catalyst is O1CCCC1.O. The product is [Cl:23][C:8]1[CH:7]=[N:6][CH:5]=[C:4]([Cl:3])[C:9]=1[S:10][C:11]1[S:15][C:14]([C:16]([OH:18])=[O:17])=[CH:13][C:12]=1[N+:20]([O-:22])=[O:21]. The yield is 0.470. (6) The reactants are [C:1]([O:7][CH2:8][C:9]([F:14])([F:13])[S:10]([O-:12])=[O:11])(=[O:6])[CH2:2][CH2:3][CH2:4][CH3:5].[Na+:15].[OH:16]O. The catalyst is O.O.[O-][W]([O-])(=O)=O.[Na+].[Na+].O. The product is [C:1]([O:7][CH2:8][C:9]([F:14])([F:13])[S:10]([O-:16])(=[O:12])=[O:11])(=[O:6])[CH2:2][CH2:3][CH2:4][CH3:5].[Na+:15]. The yield is 0.880. (7) The reactants are [NH2:1][NH2:2].[C:3](/[N:5]=[C:6](\SC)/[NH:7][C:8]1[CH:13]=[C:12]([Cl:14])[C:11]([CH3:15])=[C:10]([Cl:16])[CH:9]=1)#[N:4]. The catalyst is C(O)C. The product is [Cl:14][C:12]1[CH:13]=[C:8]([NH:7][C:6]2[N:5]=[C:3]([NH2:4])[NH:2][N:1]=2)[CH:9]=[C:10]([Cl:16])[C:11]=1[CH3:15]. The yield is 0.570.